This data is from TCR-epitope binding with 47,182 pairs between 192 epitopes and 23,139 TCRs. The task is: Binary Classification. Given a T-cell receptor sequence (or CDR3 region) and an epitope sequence, predict whether binding occurs between them. (1) The epitope is SSNVANYQK. The TCR CDR3 sequence is CSVASGSVNEQFF. Result: 1 (the TCR binds to the epitope). (2) The epitope is GVAMPNLYK. The TCR CDR3 sequence is CSARDYVMDTQYF. Result: 0 (the TCR does not bind to the epitope). (3) The epitope is WICLLQFAY. The TCR CDR3 sequence is CASSPVAGTGITGELFF. Result: 0 (the TCR does not bind to the epitope). (4) The epitope is TSNQVAVLY. The TCR CDR3 sequence is CAISVDRGRANEKLFF. Result: 1 (the TCR binds to the epitope). (5) The epitope is FLASKIGRLV. The TCR CDR3 sequence is CASSSQVNYEQYF. Result: 1 (the TCR binds to the epitope). (6) The epitope is LPRRSGAAGA. The TCR CDR3 sequence is CASSQDPIQGTDTQYF. Result: 1 (the TCR binds to the epitope). (7) The epitope is KRWIILGLNK. The TCR CDR3 sequence is CASSLAVEGVSRMNTEAFF. Result: 0 (the TCR does not bind to the epitope). (8) The epitope is IVDTVSALV. The TCR CDR3 sequence is CAISASDHQANQPQHF. Result: 1 (the TCR binds to the epitope).